Dataset: NCI-60 drug combinations with 297,098 pairs across 59 cell lines. Task: Regression. Given two drug SMILES strings and cell line genomic features, predict the synergy score measuring deviation from expected non-interaction effect. Drug 1: C1C(C(OC1N2C=NC3=C2NC=NCC3O)CO)O. Drug 2: C1C(C(OC1N2C=NC(=NC2=O)N)CO)O. Cell line: HOP-92. Synergy scores: CSS=0.388, Synergy_ZIP=2.41, Synergy_Bliss=2.80, Synergy_Loewe=-6.39, Synergy_HSA=-4.19.